From a dataset of Reaction yield outcomes from USPTO patents with 853,638 reactions. Predict the reaction yield, written as a fraction of the theoretical maximum amount of product (1.0 means a 100% yield; for example, 0.34 means a 34% yield). (1) The reactants are [C:1]([O:5][C:6]([NH:8][CH:9]1[CH2:14][CH2:13][CH:12]([N:15]2[C:20](=[O:21])[C:19]3[CH:22]=[C:23]([F:26])[CH:24]=[N:25][C:18]=3[N:17]([C:27]3[CH:32]=[CH:31][CH:30]=[C:29](I)[CH:28]=3)[C:16]2=[O:34])[CH2:11][CH2:10]1)=[O:7])([CH3:4])([CH3:3])[CH3:2].[N:35]1[CH:40]=[CH:39][CH:38]=[C:37]([C:41]#[CH:42])[CH:36]=1.C(N(CC)CC)C.O. The catalyst is O1CCCC1.C1(P([Pd-2](Cl)(Cl)P(C2C=CC=CC=2)(C2C=CC=CC=2)C2C=CC=CC=2)(C2C=CC=CC=2)C2C=CC=CC=2)C=CC=CC=1.[Cu]I.ClCCl. The product is [C:1]([O:5][C:6]([NH:8][CH:9]1[CH2:14][CH2:13][CH:12]([N:15]2[C:20](=[O:21])[C:19]3[CH:22]=[C:23]([F:26])[CH:24]=[N:25][C:18]=3[N:17]([C:27]3[CH:32]=[CH:31][CH:30]=[C:29]([C:42]#[C:41][C:37]4[CH:36]=[N:35][CH:40]=[CH:39][CH:38]=4)[CH:28]=3)[C:16]2=[O:34])[CH2:11][CH2:10]1)=[O:7])([CH3:4])([CH3:3])[CH3:2]. The yield is 0.790. (2) The yield is 0.670. The reactants are Cl[C:2]1[N:7]=[C:6]([C:8]2[S:12][C:11]([C:13]([CH3:16])([CH3:15])[CH3:14])=[N:10][C:9]=2[C:17]2[C:18]([F:35])=[C:19]([NH:23][S:24]([C:27]3[CH:32]=[C:31]([F:33])[CH:30]=[CH:29][C:28]=3[F:34])(=[O:26])=[O:25])[CH:20]=[CH:21][CH:22]=2)[CH:5]=[CH:4][N:3]=1.[NH2:36][CH2:37][CH2:38][N:39]1[CH2:43][CH2:42][CH2:41][C:40]1=[O:44].CCN(C(C)C)C(C)C. The product is [CH3:14][C:13]([C:11]1[S:12][C:8]([C:6]2[CH:5]=[CH:4][N:3]=[C:2]([NH:36][CH2:37][CH2:38][N:39]3[CH2:43][CH2:42][CH2:41][C:40]3=[O:44])[N:7]=2)=[C:9]([C:17]2[C:18]([F:35])=[C:19]([NH:23][S:24]([C:27]3[CH:32]=[C:31]([F:33])[CH:30]=[CH:29][C:28]=3[F:34])(=[O:26])=[O:25])[CH:20]=[CH:21][CH:22]=2)[N:10]=1)([CH3:16])[CH3:15]. The catalyst is CO.C(Cl)Cl. (3) The reactants are [CH3:1][CH:2]([N:4]1[C:12]2[C:7](=[C:8]([C:32]([NH:34][CH2:35][C:36]3[C:37](=[O:46])[NH:38][C:39]([CH3:45])=[CH:40][C:41]=3[CH2:42][CH2:43][CH3:44])=[O:33])[CH:9]=[C:10]([C:13]3[CH:14]=[CH:15][C:16]([N:19]4[CH2:24][CH2:23][N:22](C(OC(C)(C)C)=O)[CH2:21][CH2:20]4)=[N:17][CH:18]=3)[CH:11]=2)[CH:6]=[CH:5]1)[CH3:3].C(O)(C(F)(F)F)=O. The catalyst is ClCCl. The product is [CH:2]([N:4]1[C:12]2[CH:11]=[C:10]([C:13]3[CH:18]=[N:17][C:16]([N:19]4[CH2:20][CH2:21][NH:22][CH2:23][CH2:24]4)=[CH:15][CH:14]=3)[CH:9]=[C:8]([C:32]([NH:34][CH2:35][C:36]3[C:37](=[O:46])[NH:38][C:39]([CH3:45])=[CH:40][C:41]=3[CH2:42][CH2:43][CH3:44])=[O:33])[C:7]=2[CH:6]=[CH:5]1)([CH3:1])[CH3:3]. The yield is 0.840. (4) The reactants are [F:1][C:2]([F:29])([F:28])[C:3]1[CH:4]=[C:5]([NH:9][C:10]([C:12]2[CH:13]=[C:14]([C:18]3[CH:23]=[CH:22][C:21]([O:24]C)=[CH:20][C:19]=3[O:26]C)[CH:15]=[CH:16][CH:17]=2)=[O:11])[CH:6]=[CH:7][CH:8]=1.B(Br)(Br)Br. No catalyst specified. The product is [F:1][C:2]([F:28])([F:29])[C:3]1[CH:4]=[C:5]([NH:9][C:10]([C:12]2[CH:13]=[C:14]([C:18]3[CH:23]=[CH:22][C:21]([OH:24])=[CH:20][C:19]=3[OH:26])[CH:15]=[CH:16][CH:17]=2)=[O:11])[CH:6]=[CH:7][CH:8]=1. The yield is 0.720. (5) The reactants are [Cl:1][C:2]1[N:7]=[CH:6][C:5]([N:8]2[CH2:13][CH2:12][C:11]3[NH:14][C:15]([C:17]4[C:22]([F:23])=[CH:21][CH:20]=[CH:19][C:18]=4[F:24])=[CH:16][C:10]=3[C:9]2=O)=[C:4]([CH3:26])[CH:3]=1.CO. The catalyst is C1COCC1. The product is [Cl:1][C:2]1[N:7]=[CH:6][C:5]([N:8]2[CH2:13][CH2:12][C:11]3[NH:14][C:15]([C:17]4[C:18]([F:24])=[CH:19][CH:20]=[CH:21][C:22]=4[F:23])=[CH:16][C:10]=3[CH2:9]2)=[C:4]([CH3:26])[CH:3]=1. The yield is 0.350. (6) The reactants are Br[C:2]1[CH:7]=[CH:6][C:5]([C:8]2[CH:13]=[CH:12][C:11]([N:14]3[CH:18]=[CH:17][N:16]=[N:15]3)=[CH:10][CH:9]=2)=[CH:4][CH:3]=1.Br[C:20]1[CH:21]=[C:22]2[C:26](=[CH:27][C:28]=1[F:29])[NH:25][C:24](=[O:30])[CH2:23]2.[O-]P([O-])([O-])=O.[K+].[K+].[K+]. The catalyst is O1CCOCC1.O.C1C=CC([P]([Pd]([P](C2C=CC=CC=2)(C2C=CC=CC=2)C2C=CC=CC=2)([P](C2C=CC=CC=2)(C2C=CC=CC=2)C2C=CC=CC=2)[P](C2C=CC=CC=2)(C2C=CC=CC=2)C2C=CC=CC=2)(C2C=CC=CC=2)C2C=CC=CC=2)=CC=1. The product is [F:29][C:28]1[CH:27]=[C:26]2[C:22]([CH2:23][C:24](=[O:30])[NH:25]2)=[CH:21][C:20]=1[C:2]1[CH:7]=[CH:6][C:5]([C:8]2[CH:13]=[CH:12][C:11]([N:14]3[CH:18]=[CH:17][N:16]=[N:15]3)=[CH:10][CH:9]=2)=[CH:4][CH:3]=1. The yield is 0.330.